Dataset: Forward reaction prediction with 1.9M reactions from USPTO patents (1976-2016). Task: Predict the product of the given reaction. (1) Given the reactants N1(C[C:7]2[CH:8]=[C:9]([C:19](=[O:30])[CH2:20][C:21]([C:23]3[CH:28]=[C:27]([CH3:29])[CH:26]=[CH:25][N:24]=3)=[O:22])[CH:10]=[C:11]([CH2:13][N:14]3C=C[CH:16]=[N:15]3)[CH:12]=2)C=CC=N1.CC1C=CN=C(C(=O)CC(C2C=CC=C(CC[N:50]3N=NC=[N:51]3)C=2)=O)C=1, predict the reaction product. The product is: [CH3:29][C:27]1[CH:26]=[CH:25][N:24]=[C:23]([C:21](=[O:22])[CH2:20][C:19]([C:9]2[CH:8]=[CH:7][CH:12]=[C:11]([CH2:13][N:14]3[N:51]=[N:50][CH:16]=[N:15]3)[CH:10]=2)=[O:30])[CH:28]=1. (2) Given the reactants [F:1][C:2]1[CH:11]=[C:6]([C:7]([O:9][CH3:10])=[O:8])[C:5]([OH:12])=[CH:4][CH:3]=1.C1C(=O)N([I:20])C(=O)C1.C(OCC)(=O)C, predict the reaction product. The product is: [F:1][C:2]1[CH:11]=[C:6]([C:7]([O:9][CH3:10])=[O:8])[C:5]([OH:12])=[C:4]([I:20])[CH:3]=1.